From a dataset of Cav3 T-type calcium channel HTS with 100,875 compounds. Binary Classification. Given a drug SMILES string, predict its activity (active/inactive) in a high-throughput screening assay against a specified biological target. (1) The drug is s1c(NC(=O)Nc2ncccc2)ccc1. The result is 0 (inactive). (2) The compound is OC1(c2c(c3c1cccc3)cccc2)CC#CCN(C(C)C)CCO. The result is 0 (inactive). (3) The molecule is S(=O)(=O)(NCCC(O)=O)c1ccccc1. The result is 0 (inactive). (4) The molecule is S(=O)(=O)(N1CCCCCC1)c1cc2c(n(cc(c2=O)C(=O)NCc2occc2)CC=C)cc1. The result is 1 (active).